This data is from Catalyst prediction with 721,799 reactions and 888 catalyst types from USPTO. The task is: Predict which catalyst facilitates the given reaction. (1) Reactant: [OH-].[Na+].[CH3:3][C:4]([C:6]1[CH:11]=[CH:10][C:9]([C:12]([F:15])([F:14])[F:13])=[CH:8][CH:7]=1)=[O:5].[F:16][C:17]1[CH:24]=[CH:23][C:20]([CH:21]=O)=[CH:19][CH:18]=1. Product: [F:16][C:17]1[CH:24]=[CH:23][C:20]([CH:21]=[CH:3][C:4]([C:6]2[CH:11]=[CH:10][C:9]([C:12]([F:13])([F:14])[F:15])=[CH:8][CH:7]=2)=[O:5])=[CH:19][CH:18]=1. The catalyst class is: 97. (2) Reactant: [CH2:1](Br)[C:2]1[CH:7]=[CH:6][CH:5]=[CH:4][CH:3]=1.[CH2:9]([O:11][C:12]([C:14]1[CH:15]=[CH:16][N:17]2[C:22]=1[C:21](=[O:23])[NH:20][C:19]([CH3:24])=[N:18]2)=[O:13])[CH3:10].C([O-])([O-])=O.[Cs+].[Cs+]. Product: [CH2:9]([O:11][C:12]([C:14]1[CH:15]=[CH:16][N:17]2[C:22]=1[C:21](=[O:23])[N:20]([CH2:1][C:2]1[CH:7]=[CH:6][CH:5]=[CH:4][CH:3]=1)[C:19]([CH3:24])=[N:18]2)=[O:13])[CH3:10]. The catalyst class is: 12. (3) Reactant: [Br:1][CH2:2][C:3]([C:5]1[CH:10]=[CH:9][C:8]([S:11](Cl)(=[O:13])=[O:12])=[CH:7][CH:6]=1)=[O:4].C(N(CC)CC)C.[CH:22]1([NH2:27])[CH2:26][CH2:25][CH2:24][CH2:23]1. Product: [Br:1][CH2:2][C:3]([C:5]1[CH:10]=[CH:9][C:8]([S:11]([NH:27][CH:22]2[CH2:26][CH2:25][CH2:24][CH2:23]2)(=[O:13])=[O:12])=[CH:7][CH:6]=1)=[O:4]. The catalyst class is: 4. (4) Reactant: [CH3:1][C:2]1[CH:7]=[C:6]([CH3:8])[NH:5][C:4](=[O:9])[C:3]=1[CH2:10][NH:11][C:12]([C:14]1[C:15]2[CH:28]=[N:27][N:26]([CH:29]([CH3:31])[CH3:30])[C:16]=2[N:17]=[C:18]([C:20]2[CH2:21][CH2:22][NH:23][CH2:24][CH:25]=2)[CH:19]=1)=[O:13].CCN(CC)CC.[NH:39]1[CH2:43][CH2:42][CH:41]([C:44](O)=[O:45])[CH2:40]1.C1CN([P+](ON2N=NC3C=CC=CC2=3)(N2CCCC2)N2CCCC2)CC1.F[P-](F)(F)(F)(F)F. Product: [CH3:1][C:2]1[CH:7]=[C:6]([CH3:8])[NH:5][C:4](=[O:9])[C:3]=1[CH2:10][NH:11][C:12]([C:14]1[C:15]2[CH:28]=[N:27][N:26]([CH:29]([CH3:31])[CH3:30])[C:16]=2[N:17]=[C:18]([C:20]2[CH2:21][CH2:22][N:23]([C:44]([CH:41]3[CH2:42][CH2:43][NH:39][CH2:40]3)=[O:45])[CH2:24][CH:25]=2)[CH:19]=1)=[O:13]. The catalyst class is: 58. (5) Reactant: C(OC(=O)[NH:7][CH2:8][C@@H:9]([NH:33]C(OC(C)(C)C)=O)[C:10](=[O:32])[NH:11][C:12]1[CH:16]=[C:15]([C:17]2[CH:22]=[CH:21][CH:20]=[C:19]([CH2:23][CH2:24][CH3:25])[CH:18]=2)[N:14]([C:26]2[CH:31]=[CH:30][CH:29]=[CH:28][CH:27]=2)[N:13]=1)(C)(C)C.[ClH:42]. Product: [ClH:42].[ClH:42].[NH2:33][C@H:9]([CH2:8][NH2:7])[C:10]([NH:11][C:12]1[CH:16]=[C:15]([C:17]2[CH:22]=[CH:21][CH:20]=[C:19]([CH2:23][CH2:24][CH3:25])[CH:18]=2)[N:14]([C:26]2[CH:31]=[CH:30][CH:29]=[CH:28][CH:27]=2)[N:13]=1)=[O:32]. The catalyst class is: 12. (6) Reactant: [H-].[Na+].[CH3:3][S:4]([NH2:7])(=[O:6])=[O:5].[CH3:8][C:9]1([CH3:34])[C:18]2[C:13](=[CH:14][CH:15]=[C:16]([C:19](O)=[O:20])[CH:17]=2)[NH:12][CH:11]([C:22]2[CH:27]=[CH:26][CH:25]=[C:24]([C:28]3[N:32]([CH3:33])[N:31]=[N:30][N:29]=3)[CH:23]=2)[CH2:10]1.C(N1C=CN=C1)(N1C=CN=C1)=O. Product: [CH3:8][C:9]1([CH3:34])[C:18]2[C:13](=[CH:14][CH:15]=[C:16]([C:19]([NH:7][S:4]([CH3:3])(=[O:6])=[O:5])=[O:20])[CH:17]=2)[NH:12][CH:11]([C:22]2[CH:27]=[CH:26][CH:25]=[C:24]([C:28]3[N:32]([CH3:33])[N:31]=[N:30][N:29]=3)[CH:23]=2)[CH2:10]1. The catalyst class is: 35. (7) Reactant: [NH2:1][C:2]1[N:7]=[N:6][C:5]([CH2:8][CH2:9][CH2:10][CH2:11][C:12]2[S:16][C:15]([NH:17][C:18](=[O:26])[CH2:19][C:20]3[CH:25]=[CH:24][CH:23]=[CH:22][CH:21]=3)=[N:14][N:13]=2)=[CH:4][CH:3]=1.[CH3:27][C:28]1[O:32][C:31]([CH2:33][C:34]2[CH:35]=[C:36]([CH2:40][C:41](O)=[O:42])[CH:37]=[CH:38][CH:39]=2)=[N:30][N:29]=1.C(N=C=NCCCN(C)C)C.ON1C2C=CC=CC=2N=N1. Product: [CH3:27][C:28]1[O:32][C:31]([CH2:33][C:34]2[CH:35]=[C:36]([CH2:40][C:41]([NH:1][C:2]3[N:7]=[N:6][C:5]([CH2:8][CH2:9][CH2:10][CH2:11][C:12]4[S:16][C:15]([NH:17][C:18](=[O:26])[CH2:19][C:20]5[CH:21]=[CH:22][CH:23]=[CH:24][CH:25]=5)=[N:14][N:13]=4)=[CH:4][CH:3]=3)=[O:42])[CH:37]=[CH:38][CH:39]=2)=[N:30][N:29]=1. The catalyst class is: 18.